Dataset: Catalyst prediction with 721,799 reactions and 888 catalyst types from USPTO. Task: Predict which catalyst facilitates the given reaction. (1) Reactant: C([O:3][C:4]([C:6]1([NH:16][C:17]([C:19]2[C:28]3[CH2:27][CH2:26][CH2:25][CH2:24][C:23]=3[CH:22]=[CH:21][CH:20]=2)=[O:18])[CH2:15][C:9]2=[C:10]([CH3:14])[S:11][C:12]([CH3:13])=[C:8]2[CH2:7]1)=[O:5])C.[OH-].[K+].O. Product: [CH3:14][C:10]1[S:11][C:12]([CH3:13])=[C:8]2[CH2:7][C:6]([NH:16][C:17]([C:19]3[C:28]4[CH2:27][CH2:26][CH2:25][CH2:24][C:23]=4[CH:22]=[CH:21][CH:20]=3)=[O:18])([C:4]([OH:5])=[O:3])[CH2:15][C:9]=12. The catalyst class is: 14. (2) Product: [Cl:1][C:2]1[CH:3]=[CH:4][C:5]([C:6]([C:8]2[CH:9]=[C:10]3[C:15](=[CH:16][CH:17]=2)[N:14]([CH2:35][CH:36]2[CH2:38][CH2:37]2)[C:13](=[O:18])[CH:12]=[C:11]3[C:19]2[CH:24]=[CH:23][CH:22]=[C:21]([I:25])[CH:20]=2)=[O:7])=[CH:26][CH:27]=1. The catalyst class is: 174. Reactant: [Cl:1][C:2]1[CH:27]=[CH:26][C:5]([C:6]([C:8]2[CH:9]=[C:10]3[C:15](=[CH:16][CH:17]=2)[NH:14][C:13](=[O:18])[CH:12]=[C:11]3[C:19]2[CH:24]=[CH:23][CH:22]=[C:21]([I:25])[CH:20]=2)=[O:7])=[CH:4][CH:3]=1.C(=O)([O-])[O-].[Cs+].[Cs+].Br[CH2:35][CH:36]1[CH2:38][CH2:37]1. (3) The catalyst class is: 64. Reactant: [F:1][C:2]1[CH:9]=[C:8]([CH:10]([OH:17])[C:11]2[CH:12]=[N:13][CH:14]=[CH:15][CH:16]=2)[CH:7]=[CH:6][C:3]=1[C:4]#[N:5].[CH:18]1[CH:23]=[CH:22][C:21]([O:24][C:25](Cl)=[S:26])=[CH:20][CH:19]=1. Product: [C:21]1([O:24][C:25](=[S:26])[O:17][CH:10]([C:8]2[CH:7]=[CH:6][C:3]([C:4]#[N:5])=[C:2]([F:1])[CH:9]=2)[C:11]2[CH:12]=[N:13][CH:14]=[CH:15][CH:16]=2)[CH:22]=[CH:23][CH:18]=[CH:19][CH:20]=1. (4) Reactant: [C:1]([C:5]1[CH:17]=[C:16]2[C:8]([CH2:9][CH2:10][C:11]3([O:15]2)[CH2:14][CH2:13][CH2:12]3)=[CH:7][C:6]=1[OH:18])([CH3:4])([CH3:3])[CH3:2].[CH2:19]=O.[NH:21]1[CH2:26][CH2:25][O:24][CH2:23][CH2:22]1. Product: [C:1]([C:5]1[CH:17]=[C:16]2[C:8]([CH2:9][CH2:10][C:11]3([O:15]2)[CH2:14][CH2:13][CH2:12]3)=[C:7]([CH2:19][N:21]2[CH2:26][CH2:25][O:24][CH2:23][CH2:22]2)[C:6]=1[OH:18])([CH3:4])([CH3:2])[CH3:3]. The catalyst class is: 12. (5) Reactant: Cl[CH2:2][CH2:3][O:4][CH2:5][CH2:6][O:7][CH2:8][CH2:9][OH:10].[N-:11]=[N+:12]=[N-:13].[Na+].[I-].[Na+].ClCCl.CO. Product: [N:11]([CH2:2][CH2:3][O:4][CH2:5][CH2:6][O:7][CH2:8][CH2:9][OH:10])=[N+:12]=[N-:13]. The catalyst class is: 8. (6) Reactant: [CH:1]([N:14]1[CH2:17][CH:16]([OH:18])[CH2:15]1)([C:8]1[CH:13]=[CH:12][CH:11]=[CH:10][CH:9]=1)[C:2]1[CH:7]=[CH:6][CH:5]=[CH:4][CH:3]=1.C(N(CC)CC)C.O.C(OCC)(=O)C. Product: [CH:1]([N:14]1[CH2:17][C:16](=[O:18])[CH2:15]1)([C:8]1[CH:13]=[CH:12][CH:11]=[CH:10][CH:9]=1)[C:2]1[CH:3]=[CH:4][CH:5]=[CH:6][CH:7]=1. The catalyst class is: 16. (7) The catalyst class is: 5. Reactant: [Cl:1][C:2]1[CH:9]=[CH:8][C:7]([N+:10]([O-:12])=[O:11])=[CH:6][C:3]=1[CH:4]=O.[CH3:13][NH2:14].[BH4-].[Na+].[CH:17]1[CH:22]=[CH:21][C:20]([CH2:23][O:24][C:25](Cl)=[O:26])=[CH:19][CH:18]=1. Product: [Cl:1][C:2]1[CH:9]=[CH:8][C:7]([N+:10]([O-:12])=[O:11])=[CH:6][C:3]=1[CH2:4][N:14]([CH3:13])[C:25](=[O:26])[O:24][CH2:23][C:20]1[CH:21]=[CH:22][CH:17]=[CH:18][CH:19]=1. (8) Reactant: [CH3:1][O:2][C:3](=[O:41])[CH2:4][C@H:5]1[C:9]2[CH:10]=[CH:11][C:12]([O:14][C@H:15]3[C:23]4[C:18](=[C:19]([O:25][C:26]5[CH:31]=[CH:30][C:29]([O:32]CC6C=CC=CC=6)=[C:28]([F:40])[CH:27]=5)[CH:20]=[CH:21][C:22]=4[F:24])[CH2:17][CH2:16]3)=[CH:13][C:8]=2[O:7][CH2:6]1. Product: [CH3:1][O:2][C:3](=[O:41])[CH2:4][C@H:5]1[C:9]2[CH:10]=[CH:11][C:12]([O:14][C@H:15]3[C:23]4[C:18](=[C:19]([O:25][C:26]5[CH:31]=[CH:30][C:29]([OH:32])=[C:28]([F:40])[CH:27]=5)[CH:20]=[CH:21][C:22]=4[F:24])[CH2:17][CH2:16]3)=[CH:13][C:8]=2[O:7][CH2:6]1. The catalyst class is: 43.